Dataset: Tox21: 12 toxicity assays (nuclear receptors and stress response pathways). Task: Binary classification across 12 toxicity assays. (1) The compound is CCC(C)(c1ccc(O)cc1)c1ccc(O)cc1. It tested positive (active) for: NR-ER (Estrogen Receptor agonist activity), NR-ER-LBD (Estrogen Receptor Ligand Binding Domain agonist), SR-ARE (Antioxidant Response Element (oxidative stress)), SR-MMP (Mitochondrial Membrane Potential disruption), and SR-p53 (p53 tumor suppressor activation). (2) The compound is N#Cc1nn(-c2c(Cl)cc(C(F)(F)F)cc2Cl)c(N)c1S(=O)C(F)(F)F. It tested positive (active) for: SR-ARE (Antioxidant Response Element (oxidative stress)). (3) It tested positive (active) for: SR-ARE (Antioxidant Response Element (oxidative stress)). The molecule is [Co+2].